This data is from Forward reaction prediction with 1.9M reactions from USPTO patents (1976-2016). The task is: Predict the product of the given reaction. (1) Given the reactants Br[C:2]1[CH:7]=[CH:6][C:5]([CH2:8][CH2:9][C:10]([O:12][CH2:13][CH3:14])=[O:11])=[CH:4][C:3]=1[F:15].[C:16]1([C:22]#[CH:23])[CH:21]=[CH:20][CH:19]=[CH:18][CH:17]=1, predict the reaction product. The product is: [F:15][C:3]1[CH:4]=[C:5]([CH2:8][CH2:9][C:10]([O:12][CH2:13][CH3:14])=[O:11])[CH:6]=[CH:7][C:2]=1[C:23]#[C:22][C:16]1[CH:21]=[CH:20][CH:19]=[CH:18][CH:17]=1. (2) Given the reactants [CH3:1][O:2][C:3]([C@@H:5]1[C@@H:9]([CH2:10][CH2:11][C:12]2[C:21]3[C:16](=[CH:17][CH:18]=[CH:19][CH:20]=3)[CH:15]=[CH:14][CH:13]=2)[CH2:8][N:7]([C:22]([O:24][C:25]([CH3:28])([CH3:27])[CH3:26])=[O:23])[CH2:6]1)=[O:4].COC([C@@H]1[C@@H](C=CC2C=CC3C(=CC=CC=3)C=2)CN(C(OC(C)(C)C)=O)C1)=O.[N+](C([O-])=O)(C([O-])=O)=[N-].[K+].[K+].C(OC(C)(C)C)=O, predict the reaction product. The product is: [CH3:1][O:2][C:3]([C@@H:5]1[C@@H:9]([CH2:10][CH2:11][C:12]2[CH:13]=[CH:14][C:15]3[C:16](=[CH:17][CH:18]=[CH:19][CH:20]=3)[CH:21]=2)[CH2:8][N:7]([C:22]([O:24][C:25]([CH3:27])([CH3:28])[CH3:26])=[O:23])[CH2:6]1)=[O:4]. (3) The product is: [Cl:2][C:3]1[C:12]2[C:7](=[CH:8][CH:9]=[CH:10][CH:11]=2)[CH:6]=[CH:5][C:4]=1[O:13][CH2:14][CH2:15][NH:16][CH2:28][C:24]1[O:23][CH:27]=[CH:26][CH:25]=1. Given the reactants [Cl-].[Cl:2][C:3]1[C:12]2[C:7](=[CH:8][CH:9]=[CH:10][CH:11]=2)[CH:6]=[CH:5][C:4]=1[O:13][CH2:14][CH2:15][NH3+:16].C([O-])([O-])=O.[K+].[K+].[O:23]1[CH:27]=[CH:26][CH:25]=[C:24]1[CH:28]=O.[BH4-].[Na+], predict the reaction product. (4) Given the reactants [NH2:1][C:2]1[CH:11]=[C:10]2[C:5]([CH2:6][CH2:7][CH2:8][N:9]2[CH2:12][CH2:13][N:14]2[CH2:19][CH2:18][O:17][CH2:16][CH2:15]2)=[CH:4][CH:3]=1.[C:20]1([C:29]2[CH:34]=[CH:33][CH:32]=[CH:31][CH:30]=2)[CH:25]=[CH:24][C:23]([C:26](O)=[O:27])=[CH:22][CH:21]=1, predict the reaction product. The product is: [N:14]1([CH2:13][CH2:12][N:9]2[C:10]3[C:5](=[CH:4][CH:3]=[C:2]([NH:1][C:26]([C:23]4[CH:24]=[CH:25][C:20]([C:29]5[CH:30]=[CH:31][CH:32]=[CH:33][CH:34]=5)=[CH:21][CH:22]=4)=[O:27])[CH:11]=3)[CH2:6][CH2:7][CH2:8]2)[CH2:15][CH2:16][O:17][CH2:18][CH2:19]1. (5) Given the reactants [CH3:1][O:2][C:3]1[CH:11]=[C:10]2[C:6]([CH:7]([C:12]([F:15])([F:14])[F:13])[O:8][CH2:9]2)=[CH:5][C:4]=1[CH:16]=[O:17].COC1C=C2C(=CC=1)C([C:29]([F:32])([F:31])[F:30])([C:29]([F:32])([F:31])[F:30])OC2, predict the reaction product. The product is: [CH3:1][O:2][C:3]1[CH:11]=[C:10]2[C:6]([C:7]([C:29]([F:32])([F:31])[F:30])([C:12]([F:13])([F:14])[F:15])[O:8][CH2:9]2)=[CH:5][C:4]=1[CH:16]=[O:17]. (6) Given the reactants [OH:1][CH2:2][C@@H:3]1[O:7][C:6](=[O:8])[N:5]([C:9]2[CH:18]=[C:17]3[C:12]([CH:13]=[C:14]([C:20]4[CH:25]=[CH:24][CH:23]=[CH:22][C:21]=4[C:26]([F:29])([F:28])[F:27])[NH:15][C:16]3=[O:19])=[CH:11][CH:10]=2)[CH2:4]1.[C:30]1(=[O:36])[O:35][C:33](=[O:34])[CH2:32][CH2:31]1.Cl, predict the reaction product. The product is: [O:8]=[C:6]1[N:5]([C:9]2[CH:18]=[C:17]3[C:12]([CH:13]=[C:14]([C:20]4[CH:25]=[CH:24][CH:23]=[CH:22][C:21]=4[C:26]([F:28])([F:27])[F:29])[NH:15][C:16]3=[O:19])=[CH:11][CH:10]=2)[CH2:4][C@H:3]([CH2:2][O:1][C:30]([CH2:31][CH2:32][C:33]([OH:35])=[O:34])=[O:36])[O:7]1.